Regression. Given a peptide amino acid sequence and an MHC pseudo amino acid sequence, predict their binding affinity value. This is MHC class II binding data. From a dataset of Peptide-MHC class II binding affinity with 134,281 pairs from IEDB. (1) The peptide sequence is NSCAKNYNCKILPNT. The MHC is DRB1_1602 with pseudo-sequence DRB1_1602. The binding affinity (normalized) is 0.243. (2) The peptide sequence is PDTTCSEIEEFRDRA. The MHC is DRB1_1302 with pseudo-sequence DRB1_1302. The binding affinity (normalized) is 0.241. (3) The peptide sequence is HEAINIALIAVSLIA. The MHC is DRB1_0802 with pseudo-sequence DRB1_0802. The binding affinity (normalized) is 0.0175. (4) The peptide sequence is GELQIVDKIDWAFKI. The MHC is DRB1_0802 with pseudo-sequence DRB1_0802. The binding affinity (normalized) is 0.448. (5) The peptide sequence is EKKYFAATQSEPLAA. The MHC is HLA-DQA10301-DQB10302 with pseudo-sequence HLA-DQA10301-DQB10302. The binding affinity (normalized) is 0.450. (6) The peptide sequence is AAAAPAAVGAAVGGT. The MHC is HLA-DQA10102-DQB10602 with pseudo-sequence HLA-DQA10102-DQB10602. The binding affinity (normalized) is 0.595.